From a dataset of Forward reaction prediction with 1.9M reactions from USPTO patents (1976-2016). Predict the product of the given reaction. (1) Given the reactants [OH-].[Li+].C([O:5][C:6](=[O:29])/[CH:7]=[CH:8]/[C:9]1[C:18]2[C:13](=[CH:14][C:15]([C:19]3[CH:24]=[CH:23][CH:22]=[C:21]([O:25][CH3:26])[CH:20]=3)=[CH:16][CH:17]=2)[CH:12]=[CH:11][C:10]=1[O:27][CH3:28])C, predict the reaction product. The product is: [CH3:28][O:27][C:10]1[CH:11]=[CH:12][C:13]2[C:18](=[CH:17][CH:16]=[C:15]([C:19]3[CH:24]=[CH:23][CH:22]=[C:21]([O:25][CH3:26])[CH:20]=3)[CH:14]=2)[C:9]=1/[CH:8]=[CH:7]/[C:6]([OH:29])=[O:5]. (2) Given the reactants [CH3:1][NH:2][C:3]([C:5]1[O:6][C:7]2[CH:13]=[CH:12][CH:11]=[C:10]([N:14]3[CH2:19][CH2:18][N:17](C(OC(C)(C)C)=O)[CH2:16][CH2:15]3)[C:8]=2[CH:9]=1)=[O:4].FC(F)(F)C(O)=O, predict the reaction product. The product is: [CH3:1][NH:2][C:3]([C:5]1[O:6][C:7]2[CH:13]=[CH:12][CH:11]=[C:10]([N:14]3[CH2:19][CH2:18][NH:17][CH2:16][CH2:15]3)[C:8]=2[CH:9]=1)=[O:4]. (3) Given the reactants [CH3:1][S:2]([C:5]1[CH:10]=[CH:9][C:8]([NH:11]/[N:12]=[C:13](\[C:18](=[O:24])[CH2:19][C:20](OC)=[O:21])/[C:14]([O:16][CH3:17])=[O:15])=[CH:7][CH:6]=1)(=[O:4])=[O:3].O, predict the reaction product. The product is: [OH:24][C:18]1[C:13]([C:14]([O:16][CH3:17])=[O:15])=[N:12][N:11]([C:8]2[CH:9]=[CH:10][C:5]([S:2]([CH3:1])(=[O:4])=[O:3])=[CH:6][CH:7]=2)[C:20](=[O:21])[CH:19]=1. (4) Given the reactants C(N(CC)CC)C.[N+:8]([C:11]1[CH:19]=[CH:18][CH:17]=[C:16]2[C:12]=1[C:13]([CH:20]=[CH2:21])=[N:14][NH:15]2)([O-:10])=[O:9].[CH3:22][C:23]([O:26][C:27](O[C:27]([O:26][C:23]([CH3:25])([CH3:24])[CH3:22])=[O:28])=[O:28])([CH3:25])[CH3:24], predict the reaction product. The product is: [N+:8]([C:11]1[CH:19]=[CH:18][CH:17]=[C:16]2[C:12]=1[C:13]([CH:20]=[CH2:21])=[N:14][N:15]2[C:27]([O:26][C:23]([CH3:25])([CH3:24])[CH3:22])=[O:28])([O-:10])=[O:9]. (5) Given the reactants [H-].[Na+].O1CCC[CH2:4]1.[CH3:8][CH:9]([C:13](=[O:15])[CH3:14])[C:10](=[O:12])[CH3:11].IC, predict the reaction product. The product is: [CH3:8][C:9]([CH3:4])([C:13](=[O:15])[CH3:14])[C:10](=[O:12])[CH3:11].